From a dataset of Experimentally validated miRNA-target interactions with 360,000+ pairs, plus equal number of negative samples. Binary Classification. Given a miRNA mature sequence and a target amino acid sequence, predict their likelihood of interaction. (1) The miRNA is mmu-miR-876-3p with sequence UAGUGGUUUACAAAGUAAUUCA. The protein sequence of the target gene is MAELKVEAPASVDWQKRCLTLETQLFRFRLQASKIRELLADKMQELEQRLLEAEQRAENAETQVGVMEEKVKLSNLKNVDSEGSLHRKYQELLKAIKGKDELISQLEAQLEKQKQMRAEEAKTVQEKAAKIKEWVTLKLAKLEMENQHLKSHNQRLVEQVGSLQDALEAIQIAPSRKLLVPPYGAAEQDSVPSEPGIQPMGQDSGSQAQGLKAAVLAPSPGALQSKDSVSEAASPLEDSSSSTVHSGETVEAKPLQPHLGRESPPHQPCMKLLTFRCSSASWGEGLVTAQRGMLPGTKTS.... Result: 0 (no interaction). (2) The miRNA is mmu-miR-3086-3p with sequence CCCAAUGAGCCUACAGUCUAAG. The protein sequence of the target gene is MASATEDPVLERYFKGHKAAITSLDLSPNGKQLATASWDTFLMLWNFKPHARAYRYVGHKDVVTSVQFSPHGNLLASASRDRTVRLWIPDKRGKFSEFKAHTAPVRSVDFSADGQFLATASEDKSIKVWSMYRQRFLYSLYRHTHWVRCAKFSPDGRLIVSCSEDKTIKIWDTTNKQCVNNFSDSVGFANFVDFNPSGTCIASAGSDQTVKVWDVRVNKLLQHYQVHSGGVNCISFHPSGNYLITASSDGTLKILDLLEGRLIYTLQGHTGPVFTVSFSKGGELFASGGADTQVLLWRTN.... Result: 0 (no interaction).